Dataset: Forward reaction prediction with 1.9M reactions from USPTO patents (1976-2016). Task: Predict the product of the given reaction. (1) Given the reactants [CH2:1]([O:3][C:4]1[CH:9]=[CH:8][C:7]([CH2:10]O)=[C:6]([CH3:12])[CH:5]=1)[CH3:2].[BrH:13], predict the reaction product. The product is: [Br:13][CH2:10][C:7]1[CH:8]=[CH:9][C:4]([O:3][CH2:1][CH3:2])=[CH:5][C:6]=1[CH3:12]. (2) Given the reactants ClC1C=CC(/C=[N:7]/[CH:8]([CH3:16])[C:9]([O:11][C:12]([CH3:15])([CH3:14])[CH3:13])=[O:10])=CC=1.[OH-].[Cs+].Br[CH:22]1[CH2:27][CH2:26][CH2:25][CH:24]=[CH:23]1, predict the reaction product. The product is: [NH2:7][C:8]([CH:22]1[CH2:27][CH2:26][CH2:25][CH:24]=[CH:23]1)([CH3:16])[C:9]([O:11][C:12]([CH3:15])([CH3:14])[CH3:13])=[O:10]. (3) The product is: [ClH:1].[Cl:18][C:19]1[CH:20]=[CH:21][C:22]([O:31][CH3:32])=[C:23]([N:25]2[CH2:26][CH2:27][N:28]([CH2:2][CH2:3][CH2:4][CH2:5][CH:6]3[C:14]4[C:9](=[CH:10][CH:11]=[CH:12][CH:13]=4)[NH:8][C:7]3=[O:15])[CH2:29][CH2:30]2)[CH:24]=1. Given the reactants [Cl:1][CH2:2][CH2:3][CH2:4][CH2:5][C:6]1(CC)[C:14]2[C:9](=[CH:10][CH:11]=[CH:12][CH:13]=2)[NH:8][C:7]1=[O:15].[Cl:18][C:19]1[CH:20]=[CH:21][C:22]([O:31][CH3:32])=[C:23]([N:25]2[CH2:30][CH2:29][NH:28][CH2:27][CH2:26]2)[CH:24]=1, predict the reaction product. (4) Given the reactants [Br:1][C:2]1[CH:3]=[C:4]([CH:6]=[C:7]([Br:11])[C:8]=1[O:9][CH3:10])[NH2:5].[Br:12]Br, predict the reaction product. The product is: [Br:12][C:3]1[C:2]([Br:1])=[C:8]([O:9][CH3:10])[C:7]([Br:11])=[CH:6][C:4]=1[NH2:5].